This data is from Forward reaction prediction with 1.9M reactions from USPTO patents (1976-2016). The task is: Predict the product of the given reaction. (1) The product is: [C:1]([C:5]1[O:6][C:7]2[C:13]([C@:14]([C@@H:22]3[CH2:27][CH2:26][CH2:25][NH:24][CH2:23]3)([OH:21])[CH2:15][CH2:16][CH2:17][CH2:18][O:19][CH3:20])=[CH:12][CH:11]=[CH:10][C:8]=2[CH:9]=1)([CH3:4])([CH3:2])[CH3:3]. Given the reactants [C:1]([C:5]1[O:6][C:7]2[C:13]([C@:14]([C@@H:22]3[CH2:27][CH2:26][CH2:25][N:24](C(OC(C)(C)C)=O)[CH2:23]3)([OH:21])[CH2:15][CH2:16][CH2:17][CH2:18][O:19][CH3:20])=[CH:12][CH:11]=[CH:10][C:8]=2[CH:9]=1)([CH3:4])([CH3:3])[CH3:2], predict the reaction product. (2) Given the reactants I[C:2]1[S:6][N:5]=[C:4]([CH3:7])[CH:3]=1.C(O[B:12]1[O:16][C:15]([CH3:18])([CH3:17])[C:14]([CH3:20])([CH3:19])[O:13]1)(C)C.[Cl-].[Li+].C([Mg+])(C)C.[Cl-].C(O)(=O)C, predict the reaction product. The product is: [CH3:7][C:4]1[CH:3]=[C:2]([B:12]2[O:16][C:15]([CH3:18])([CH3:17])[C:14]([CH3:20])([CH3:19])[O:13]2)[S:6][N:5]=1. (3) Given the reactants [Br:1][C:2]1[CH:7]=[CH:6][CH:5]=[CH:4][C:3]=1[NH:8][C:9](=[O:14])[CH2:10][C:11](=O)[CH3:12].O, predict the reaction product. The product is: [Br:1][C:2]1[CH:7]=[CH:6][CH:5]=[C:4]2[C:3]=1[NH:8][C:9](=[O:14])[CH:10]=[C:11]2[CH3:12]. (4) Given the reactants I[C:2]1[C:10]2[C:5](=[N:6][CH:7]=[C:8]([C:11]3[CH:12]=[C:13]([CH:28]=[CH:29][CH:30]=3)[CH2:14][CH:15]3[CH2:20][CH2:19][N:18]([C:21]([O:23][C:24]([CH3:27])([CH3:26])[CH3:25])=[O:22])[CH2:17][CH2:16]3)[CH:9]=2)[N:4]([S:31]([C:34]2[CH:40]=[CH:39][C:37]([CH3:38])=[CH:36][CH:35]=2)(=[O:33])=[O:32])[CH:3]=1.[F:41][C:42]1[CH:43]=[C:44]([CH:60]=[CH:61][CH:62]=1)[CH2:45][N:46]1[CH:50]=[C:49](B2OC(C)(C)C(C)(C)O2)[CH:48]=[N:47]1.C(=O)([O-])[O-].[Na+].[Na+], predict the reaction product. The product is: [F:41][C:42]1[CH:43]=[C:44]([CH:60]=[CH:61][CH:62]=1)[CH2:45][N:46]1[CH:50]=[C:49]([C:2]2[C:10]3[C:5](=[N:6][CH:7]=[C:8]([C:11]4[CH:12]=[C:13]([CH:28]=[CH:29][CH:30]=4)[CH2:14][CH:15]4[CH2:16][CH2:17][N:18]([C:21]([O:23][C:24]([CH3:26])([CH3:25])[CH3:27])=[O:22])[CH2:19][CH2:20]4)[CH:9]=3)[N:4]([S:31]([C:34]3[CH:40]=[CH:39][C:37]([CH3:38])=[CH:36][CH:35]=3)(=[O:33])=[O:32])[CH:3]=2)[CH:48]=[N:47]1. (5) Given the reactants [NH2:1][C@H:2]([C:12]1[N:17]([C:18]2[CH:23]=[CH:22][CH:21]=[CH:20][CH:19]=2)[C:16](=[O:24])[C:15]2=[CH:25][CH:26]=[CH:27][N:14]2[N:13]=1)[CH2:3][CH2:4][O:5][C:6]1[CH:11]=[CH:10][CH:9]=[CH:8][CH:7]=1.[NH2:28][C:29]1[C:34]([C:35]#[N:36])=[C:33](Cl)[N:32]=[CH:31][N:30]=1.C(N(CC)C(C)C)(C)C, predict the reaction product. The product is: [NH2:28][C:29]1[C:34]([C:35]#[N:36])=[C:33]([NH:1][C@H:2]([C:12]2[N:17]([C:18]3[CH:19]=[CH:20][CH:21]=[CH:22][CH:23]=3)[C:16](=[O:24])[C:15]3=[CH:25][CH:26]=[CH:27][N:14]3[N:13]=2)[CH2:3][CH2:4][O:5][C:6]2[CH:7]=[CH:8][CH:9]=[CH:10][CH:11]=2)[N:32]=[CH:31][N:30]=1. (6) Given the reactants Cl.[N:2]1[CH:7]=[CH:6][C:5]([CH:8]2[CH2:13][CH2:12][N:11](C(OC(C)(C)C)=O)[CH2:10][CH2:9]2)=[CH:4][CH:3]=1, predict the reaction product. The product is: [NH:11]1[CH2:12][CH2:13][CH:8]([C:5]2[CH:4]=[CH:3][N:2]=[CH:7][CH:6]=2)[CH2:9][CH2:10]1.